Task: Binary Classification. Given a T-cell receptor sequence (or CDR3 region) and an epitope sequence, predict whether binding occurs between them.. Dataset: TCR-epitope binding with 47,182 pairs between 192 epitopes and 23,139 TCRs (1) The epitope is KLSYGIATV. The TCR CDR3 sequence is CASSPEVGPEQYF. Result: 1 (the TCR binds to the epitope). (2) The epitope is KLWAQCVQL. The TCR CDR3 sequence is CASSEGTSSYNEQFF. Result: 1 (the TCR binds to the epitope). (3) The epitope is ALSKGVHFV. The TCR CDR3 sequence is CASSYVGDGTYEQYF. Result: 0 (the TCR does not bind to the epitope).